This data is from Catalyst prediction with 721,799 reactions and 888 catalyst types from USPTO. The task is: Predict which catalyst facilitates the given reaction. Reactant: [F:1][C:2]1[CH:12]=[CH:11][C:5]([CH:6]([OH:10])[C:7](O)=[O:8])=[CH:4][CH:3]=1.[H-].[Al+3].[Li+].[H-].[H-].[H-]. Product: [F:1][C:2]1[CH:3]=[CH:4][C:5]([CH:6]([OH:10])[CH2:7][OH:8])=[CH:11][CH:12]=1. The catalyst class is: 7.